Dataset: Reaction yield outcomes from USPTO patents with 853,638 reactions. Task: Predict the reaction yield, written as a fraction of the theoretical maximum amount of product (1.0 means a 100% yield; for example, 0.34 means a 34% yield). (1) The reactants are CO[C:3]1[CH:4]=[C:5]2[C:10](=[CH:11][C:12]=1OC[C@H]1CO1)[N:9]=[CH:8][N:7]=[C:6]2OC1C=C2C(=CC=1)NC(C)=C2.C(N)(C)C. The catalyst is C1COCC1. The product is [N:9]1[C:10]2[C:5](=[CH:4][CH:3]=[CH:12][CH:11]=2)[CH:6]=[N:7][CH:8]=1. The yield is 0.840. (2) The reactants are [NH2:1][C@@H:2]([C:5]([OH:7])=[O:6])[CH2:3][OH:4].[C:8]([O:14][CH2:15][CH2:16][O:17][C:18](ON1C(=O)CCC1=O)=[O:19])(=[O:13])[CH2:9][CH2:10][CH2:11][CH3:12]. No catalyst specified. The product is [OH:4][CH2:3][C@@H:2]([NH:1][C:18]([O:17][CH2:16][CH2:15][O:14][C:8](=[O:13])[CH2:9][CH2:10][CH2:11][CH3:12])=[O:19])[C:5]([OH:7])=[O:6]. The yield is 0.730. (3) The reactants are [CH3:1][O:2][C:3]1[CH:8]=[CH:7][CH:6]=[CH:5][C:4]=1[CH:9]([CH2:14][C:15]1[CH:20]=[CH:19][CH:18]=[CH:17][CH:16]=1)[C:10]([O:12]C)=[O:11].[OH-].[Na+].O. The catalyst is C1COCC1.CO.Cl. The product is [CH3:1][O:2][C:3]1[CH:8]=[CH:7][CH:6]=[CH:5][C:4]=1[CH:9]([CH2:14][C:15]1[CH:20]=[CH:19][CH:18]=[CH:17][CH:16]=1)[C:10]([OH:12])=[O:11]. The yield is 0.510. (4) The reactants are [O:1]1[C@H:3]2[CH2:4][C@@H:5]3[C@@H:14]([C@@:15]4([CH3:23])[CH2:16][CH2:17][C:18](=O)[C:19]([CH3:21])([CH3:20])[C@:2]124)[CH2:13][CH2:12][C@@:10]1([CH3:11])[C@H:6]3[CH2:7][CH2:8][C@@H:9]1[OH:24].[ClH:25].Cl.[NH2:27][CH2:28][CH2:29][O:30][NH2:31]. No catalyst specified. The product is [ClH:25].[NH2:27][CH2:28][CH2:29][O:30]/[N:31]=[C:18]1/[C:19]([CH3:21])([CH3:20])[C@:2]23[O:1][C@H:3]2[CH2:4][C@@H:5]2[C@@H:14]([C@@:15]3([CH3:23])[CH2:16][CH2:17]/1)[CH2:13][CH2:12][C@@:10]1([CH3:11])[C@H:6]2[CH2:7][CH2:8][C@@H:9]1[OH:24]. The yield is 0.680. (5) The reactants are [N+:1]([C:4]1[CH:13]=[C:12]2[C:7]([CH2:8][CH2:9][CH2:10][CH:11]2[OH:14])=[CH:6][CH:5]=1)([O-])=O. The catalyst is CO. The product is [NH2:1][C:4]1[CH:13]=[C:12]2[C:7]([CH2:8][CH2:9][CH2:10][CH:11]2[OH:14])=[CH:6][CH:5]=1. The yield is 0.950. (6) The reactants are C(O[C:4](=[N:6][C:7](=O)[C:8]1[CH:13]=[CH:12][C:11]([Br:14])=[CH:10][CH:9]=1)[CH3:5])C.[CH3:16][S:17]([C:20]1[CH:21]=[CH:22][C:23]([NH:26][NH2:27])=[N:24][CH:25]=1)(=[O:19])=[O:18].O. The catalyst is ClCCl.CO. The product is [Br:14][C:11]1[CH:10]=[CH:9][C:8]([C:7]2[N:26]([C:23]3[CH:22]=[CH:21][C:20]([S:17]([CH3:16])(=[O:19])=[O:18])=[CH:25][N:24]=3)[N:27]=[C:4]([CH3:5])[N:6]=2)=[CH:13][CH:12]=1. The yield is 0.610. (7) The reactants are [Br:1][C:2]1[CH:3]=[C:4]([CH:6]=[CH:7][CH:8]=1)[NH2:5].[C:9](OC(=O)C)(=[O:11])[CH3:10]. The catalyst is ClCCl. The product is [Br:1][C:2]1[CH:3]=[C:4]([NH:5][C:9](=[O:11])[CH3:10])[CH:6]=[CH:7][CH:8]=1. The yield is 0.960. (8) The reactants are Br[C:2]1[CH:20]=[CH:19][C:5]([CH2:6][CH:7]2[CH2:11][CH2:10][N:9]([CH:12]3[CH2:17][CH2:16][CH:15]=[CH:14][CH2:13]3)[C:8]2=[O:18])=[C:4]([Cl:21])[CH:3]=1.[N:22]1[CH:27]=[CH:26][CH:25]=[C:24](B(O)O)[CH:23]=1.C([O-])([O-])=O.[Na+].[Na+].C([O-])(O)=O.[Na+]. The catalyst is C1C=CC([P]([Pd]([P](C2C=CC=CC=2)(C2C=CC=CC=2)C2C=CC=CC=2)([P](C2C=CC=CC=2)(C2C=CC=CC=2)C2C=CC=CC=2)[P](C2C=CC=CC=2)(C2C=CC=CC=2)C2C=CC=CC=2)(C2C=CC=CC=2)C2C=CC=CC=2)=CC=1.COCCOC.O. The product is [Cl:21][C:4]1[CH:3]=[C:2]([C:24]2[CH:23]=[N:22][CH:27]=[CH:26][CH:25]=2)[CH:20]=[CH:19][C:5]=1[CH2:6][CH:7]1[CH2:11][CH2:10][N:9]([CH:12]2[CH2:17][CH2:16][CH:15]=[CH:14][CH2:13]2)[C:8]1=[O:18]. The yield is 0.160.